From a dataset of Forward reaction prediction with 1.9M reactions from USPTO patents (1976-2016). Predict the product of the given reaction. (1) Given the reactants [N:1]([CH2:4][CH2:5][CH2:6][C:7]1([C:24]2[CH:29]=[CH:28][CH:27]=[CH:26][CH:25]=2)[N:11]([C:12](SC)=[NH:13])[N:10]=[C:9]([C:16]2[CH:21]=[C:20]([F:22])[CH:19]=[CH:18][C:17]=2[F:23])[S:8]1)=[N+:2]=[N-:3].[C:30]([NH:33]N)(=O)[CH3:31].O.[N:36]1C=CC=CC=1, predict the reaction product. The product is: [N:1]([CH2:4][CH2:5][CH2:6][C:7]1([C:24]2[CH:25]=[CH:26][CH:27]=[CH:28][CH:29]=2)[N:11]([C:12]2[NH:13][N:33]=[C:30]([CH3:31])[N:36]=2)[N:10]=[C:9]([C:16]2[CH:21]=[C:20]([F:22])[CH:19]=[CH:18][C:17]=2[F:23])[S:8]1)=[N+:2]=[N-:3]. (2) Given the reactants Br.[O:2]1[CH2:7][CH2:6][N:5]([C:8]([NH2:10])=[NH:9])[CH2:4][CH2:3]1.C[O-].[Na+].CN([CH:17]=[C:18]([C:24](=O)[C:25]([CH3:28])([CH3:27])[CH3:26])[C:19]([O:21][CH2:22][CH3:23])=[O:20])C, predict the reaction product. The product is: [C:25]([C:24]1[C:18]([C:19]([O:21][CH2:22][CH3:23])=[O:20])=[CH:17][N:10]=[C:8]([N:5]2[CH2:6][CH2:7][O:2][CH2:3][CH2:4]2)[N:9]=1)([CH3:28])([CH3:26])[CH3:27]. (3) Given the reactants [Mg].Br[CH2:3][CH2:4][CH:5]([CH3:7])[CH3:6].[C:8]([C:10]1[CH:15]=[CH:14][N:13]=[C:12]([CH2:16][CH:17]([CH3:19])[CH3:18])[CH:11]=1)#N.Cl.[OH-:21].[Na+], predict the reaction product. The product is: [CH2:4]([C:3]1[CH:8]=[C:10]([CH2:11][C:12](=[O:21])[CH2:16][CH:17]([CH3:19])[CH3:18])[CH:15]=[CH:14][N:13]=1)[CH:5]([CH3:7])[CH3:6]. (4) Given the reactants [Br:1][C:2]1[CH:9]=[CH:8][C:5]([CH:6]=[O:7])=[CH:4][C:3]=1[C:10]([F:13])([F:12])[F:11].[Si]([C:18]([F:21])([F:20])[F:19])(C)(C)C.[F-].[Cs+].Cl, predict the reaction product. The product is: [Br:1][C:2]1[CH:9]=[CH:8][C:5]([CH:6]([OH:7])[C:18]([F:21])([F:20])[F:19])=[CH:4][C:3]=1[C:10]([F:11])([F:12])[F:13]. (5) Given the reactants [CH3:1][O:2][C:3]([C:5]1[C:10]([NH2:11])=[N:9][C:8](Cl)=[CH:7][N:6]=1)=[O:4].[Cl-].[Li+].C([Sn](CCCC)(CCCC)/[CH:20]=[CH:21]\[O:22][CH2:23][CH3:24])CCC.[NH4+].[Cl-], predict the reaction product. The product is: [CH3:1][O:2][C:3]([C:5]1[C:10]([NH2:11])=[N:9][C:8](/[CH:20]=[CH:21]\[O:22][CH2:23][CH3:24])=[CH:7][N:6]=1)=[O:4].